Dataset: Full USPTO retrosynthesis dataset with 1.9M reactions from patents (1976-2016). Task: Predict the reactants needed to synthesize the given product. (1) Given the product [C:31]([C:24]1[CH:25]=[C:26]2[C:21](=[CH:22][CH:23]=1)[NH:20][CH:19]([C:15]1[CH:14]=[C:13]([NH:12][S:8]([C:4]3[CH:5]=[CH:6][CH:7]=[C:2]([F:1])[CH:3]=3)(=[O:10])=[O:9])[CH:18]=[CH:17][CH:16]=1)[CH2:28][C:27]2([CH3:30])[CH3:29])#[N:32], predict the reactants needed to synthesize it. The reactants are: [F:1][C:2]1[CH:3]=[C:4]([S:8](Cl)(=[O:10])=[O:9])[CH:5]=[CH:6][CH:7]=1.[NH2:12][C:13]1[CH:14]=[C:15]([CH:19]2[CH2:28][C:27]([CH3:30])([CH3:29])[C:26]3[C:21](=[CH:22][CH:23]=[C:24]([C:31]#[N:32])[CH:25]=3)[NH:20]2)[CH:16]=[CH:17][CH:18]=1.N1C=CC=CC=1. (2) Given the product [C:21]([O:27][CH2:28][N:29]1[CH:4]=[C:3]([CH2:2][CH2:1][O:5][CH2:6][CH2:7][CH:8]2[CH2:9][CH2:10][NH:11][CH2:12][CH2:13]2)[N:31]=[N:30]1)(=[O:26])[C:22]([CH3:25])([CH3:24])[CH3:23], predict the reactants needed to synthesize it. The reactants are: [CH2:1]([O:5][CH2:6][CH2:7][CH:8]1[CH2:13][CH2:12][N:11](C(OC(C)(C)C)=O)[CH2:10][CH2:9]1)[CH2:2][C:3]#[CH:4].[C:21]([O:27][CH2:28][N:29]=[N+:30]=[N-:31])(=[O:26])[C:22]([CH3:25])([CH3:24])[CH3:23].O=C1O[C@H]([C@H](CO)O)C([O-])=C1O.[Na+].Cl.O1CCOCC1. (3) Given the product [F:1][C:2]([F:25])([C:18]1[CH:23]=[CH:22][C:21]([F:24])=[CH:20][N:19]=1)[C:3]1[N:12]=[C:11]([NH:32][C:33]2[CH:37]=[C:38]([CH3:43])[NH:39][N:34]=2)[C:10]2[C:5](=[CH:6][C:7]([C:16]#[N:17])=[CH:8][CH:9]=2)[N:4]=1, predict the reactants needed to synthesize it. The reactants are: [F:1][C:2]([F:25])([C:18]1[CH:23]=[CH:22][C:21]([F:24])=[CH:20][N:19]=1)[C:3]1[N:12]=[C:11](S(C)=O)[C:10]2[C:5](=[CH:6][C:7]([C:16]#[N:17])=[CH:8][CH:9]=2)[N:4]=1.BrC1C=C2C(C(SC)=[N:32][C:33]([C:37](F)(F)[C:38]3[CH:43]=CC(F)=C[N:39]=3)=[N:34]2)=CC=1. (4) Given the product [N:23]1([CH:30]([C:33]2[CH:34]=[CH:35][CH:36]=[CH:37][CH:38]=2)[CH2:31][N:32]2[CH:14]=[C:11]3[C:10]([CH:9]=[C:8]([C:7]([NH:6][CH2:5][C:4]4[CH:20]=[CH:21][CH:22]=[C:2]([Cl:1])[CH:3]=4)=[O:19])[CH:13]=[CH:12]3)=[N:16]2)[CH2:29][CH2:28][CH2:27][CH2:26][CH2:25][CH2:24]1, predict the reactants needed to synthesize it. The reactants are: [Cl:1][C:2]1[CH:3]=[C:4]([CH:20]=[CH:21][CH:22]=1)[CH2:5][NH:6][C:7](=[O:19])[C:8]1[CH:13]=[CH:12][C:11]([CH:14]=O)=[C:10]([N+:16]([O-])=O)[CH:9]=1.[N:23]1([CH:30]([C:33]2[CH:38]=[CH:37][CH:36]=[CH:35][CH:34]=2)[CH2:31][NH2:32])[CH2:29][CH2:28][CH2:27][CH2:26][CH2:25][CH2:24]1.N1C2C(=CC=CC=2)C=N1. (5) Given the product [CH2:1]([N:8]1[CH2:12][CH2:11][C@@H:10]([N:13]([C:14]([O:15][C:16]([CH3:19])([CH3:18])[CH3:17])=[O:20])[C:21]2[N:22]=[C:23](/[CH:30]=[CH:29]/[C:28]([O:32][CH2:33][CH3:34])=[O:31])[CH:24]=[N:25][CH:26]=2)[CH2:9]1)[C:2]1[CH:7]=[CH:6][CH:5]=[CH:4][CH:3]=1, predict the reactants needed to synthesize it. The reactants are: [CH2:1]([N:8]1[CH2:12][CH2:11][C@@H:10]([N:13]([C:21]2[CH:26]=[N:25][CH:24]=[C:23](Cl)[N:22]=2)[C:14](=[O:20])[O:15][C:16]([CH3:19])([CH3:18])[CH3:17])[CH2:9]1)[C:2]1[CH:7]=[CH:6][CH:5]=[CH:4][CH:3]=1.[C:28]([O:32][CH2:33][CH3:34])(=[O:31])[CH:29]=[CH2:30].CC1C=CC=CC=1P(C1C=CC=CC=1C)C1C=CC=CC=1C.C(N(CC)C(C)C)(C)C. (6) The reactants are: I[C:2]1[CH:7]=[CH:6][CH:5]=[CH:4][C:3]=1[N+:8]([O-:10])=[O:9].C1([Mg]Cl)C=CC=CC=1.[CH:19](=[O:23])[CH:20]([CH3:22])[CH3:21]. Given the product [N+:8]([C:3]1[CH:4]=[CH:5][CH:6]=[CH:7][C:2]=1[CH:19]([OH:23])[CH:20]([CH3:22])[CH3:21])([O-:10])=[O:9], predict the reactants needed to synthesize it. (7) Given the product [OH:9][C:7]1[CH2:12][C:11]2([CH2:13][CH2:14]2)[CH2:15][C:4](=[O:5])[CH:3]=1, predict the reactants needed to synthesize it. The reactants are: [Na].C[C:3](C)([C:7]([O-:9])=O)[C:4]([O-])=[O:5].[C:11]1(=[CH:15]C(=O)C)[CH2:14][CH2:13][CH2:12]1.[OH-].[K+].Cl. (8) Given the product [C:1]([O:5][C:6]([N:8]1[CH2:13][CH2:12][C:11](=[O:14])[CH:10]([N:15]=[N+:16]=[N-:17])[CH2:9]1)=[O:7])([CH3:4])([CH3:2])[CH3:3], predict the reactants needed to synthesize it. The reactants are: [C:1]([O:5][C:6]([N:8]1[CH2:13][CH2:12][CH:11]([OH:14])[CH:10]([N:15]=[N+:16]=[N-:17])[CH2:9]1)=[O:7])([CH3:4])([CH3:3])[CH3:2].CC(OI1(OC(C)=O)(OC(C)=O)OC(=O)C2C=CC=CC1=2)=O. (9) Given the product [CH:17]1([N:13]2[CH2:14][CH2:15][CH2:16][N:10]([C:8]([N:6]3[CH2:5][CH:4]([NH2:1])[CH2:7]3)=[O:9])[CH2:11][CH2:12]2)[CH2:20][CH2:19][CH2:18]1, predict the reactants needed to synthesize it. The reactants are: [N:1]([CH:4]1[CH2:7][N:6]([C:8]([N:10]2[CH2:16][CH2:15][CH2:14][N:13]([CH:17]3[CH2:20][CH2:19][CH2:18]3)[CH2:12][CH2:11]2)=[O:9])[CH2:5]1)=[N+]=[N-].O.C1C=CC(P(C2C=CC=CC=2)C2C=CC=CC=2)=CC=1.